From a dataset of Forward reaction prediction with 1.9M reactions from USPTO patents (1976-2016). Predict the product of the given reaction. (1) The product is: [CH2:13]([NH:16][C:8]([C:2]1([OH:1])[CH2:10][CH:6]([OH:7])[CH:5]([OH:11])[CH:4]([OH:12])[CH2:3]1)=[O:9])[CH2:14][CH3:15]. Given the reactants [OH:1][C:2]12[CH2:10][CH:6]([O:7][C:8]1=[O:9])[CH:5]([OH:11])[CH:4]([OH:12])[CH2:3]2.[CH2:13]([NH2:16])[CH2:14][CH3:15].C(O)(=O)C, predict the reaction product. (2) Given the reactants [Cl:1][C:2]1[CH:7]=[CH:6][C:5]([CH:8]([C:26]2[CH:31]=[CH:30][C:29]([Cl:32])=[CH:28][CH:27]=2)[C:9]2[CH:10]=[C:11]3[C:16](=[CH:17][CH:18]=2)[N:15]=[N:14][CH:13]=[C:12]3[NH:19][CH:20]2[CH2:25][CH2:24][NH:23][CH2:22][CH2:21]2)=[CH:4][CH:3]=1.C(N(CC)CC)C.Cl[S:41]([C:44]1[CH:45]=[C:46]([CH:50]=[CH:51][CH:52]=1)[C:47]([OH:49])=[O:48])(=[O:43])=[O:42], predict the reaction product. The product is: [Cl:1][C:2]1[CH:7]=[CH:6][C:5]([CH:8]([C:26]2[CH:27]=[CH:28][C:29]([Cl:32])=[CH:30][CH:31]=2)[C:9]2[CH:10]=[C:11]3[C:16](=[CH:17][CH:18]=2)[N:15]=[N:14][CH:13]=[C:12]3[NH:19][CH:20]2[CH2:21][CH2:22][N:23]([S:41]([C:44]3[CH:45]=[C:46]([CH:50]=[CH:51][CH:52]=3)[C:47]([OH:49])=[O:48])(=[O:43])=[O:42])[CH2:24][CH2:25]2)=[CH:4][CH:3]=1. (3) The product is: [NH2:21][C@@H:13]([CH2:14][C:15]1[CH:20]=[CH:19][CH:18]=[CH:17][CH:16]=1)[CH2:12][NH:11][C:10]1[C:5]2[S:4][CH:3]=[C:2]([NH:29][C:30]3[CH:35]=[CH:34][CH:33]=[CH:32][CH:31]=3)[C:6]=2[N:7]=[C:8]([C:22]2[CH:27]=[CH:26][N:25]=[CH:24][CH:23]=2)[N:9]=1. Given the reactants Br[C:2]1[C:6]2[N:7]=[C:8]([C:22]3[CH:27]=[CH:26][N:25]=[CH:24][CH:23]=3)[N:9]=[C:10]([NH:11][CH2:12][C@@H:13]([NH2:21])[CH2:14][C:15]3[CH:20]=[CH:19][CH:18]=[CH:17][CH:16]=3)[C:5]=2[S:4][C:3]=1C.[NH2:29][C:30]1[CH:35]=[CH:34][CH:33]=[CH:32][CH:31]=1.CC1(C)C2C(=C(P(C3C=CC=CC=3)C3C=CC=CC=3)C=CC=2)OC2C(P(C3C=CC=CC=3)C3C=CC=CC=3)=CC=CC1=2.CC([O-])(C)C.[Na+], predict the reaction product. (4) The product is: [Cl:26][C:22]1[CH:21]=[C:20]([C:17]2[CH:18]=[CH:19][C:14]([CH2:13][C@H:9]([NH:8][C:6](=[O:7])[O:5][C:1]([CH3:2])([CH3:4])[CH3:3])[C:10]([NH:35][CH2:34][CH2:33][C:32]#[N:31])=[O:11])=[CH:15][CH:16]=2)[CH:25]=[CH:24][CH:23]=1. Given the reactants [C:1]([O:5][C:6]([NH:8][C@@H:9]([CH2:13][C:14]1[CH:19]=[CH:18][C:17]([C:20]2[CH:25]=[CH:24][CH:23]=[C:22]([Cl:26])[CH:21]=2)=[CH:16][CH:15]=1)[C:10](O)=[O:11])=[O:7])([CH3:4])([CH3:3])[CH3:2].CCN=C=[N:31][CH2:32][CH2:33][CH2:34][N:35](C)C.Cl.C1C=CC2N(O)N=NC=2C=1.NCCC#N, predict the reaction product. (5) Given the reactants [Mg].Br[C:3]1[CH:8]=[C:7]([F:9])[CH:6]=[CH:5][C:4]=1[O:10][CH:11]1[CH2:16][CH2:15][CH2:14][CH2:13][O:12]1.[B:17](OC)([O:20]C)[O:18]C.C(=O)([O-])[O-].[K+].[K+], predict the reaction product. The product is: [F:9][C:7]1[CH:6]=[CH:5][C:4]([O:10][CH:11]2[CH2:16][CH2:15][CH2:14][CH2:13][O:12]2)=[C:3]([B:17]([OH:20])[OH:18])[CH:8]=1.